Dataset: Full USPTO retrosynthesis dataset with 1.9M reactions from patents (1976-2016). Task: Predict the reactants needed to synthesize the given product. (1) Given the product [F:4][C:5]1[C:28]([CH3:29])=[CH:27][C:8]([NH:9][CH:13]2[CH2:14][CH2:15][N:16]([C:19]3([CH3:25])[CH2:24][CH2:23][O:22][CH2:21][CH2:20]3)[CH2:17][CH2:18]2)=[C:7]([OH:11])[CH:6]=1, predict the reactants needed to synthesize it. The reactants are: C[Mg]I.[F:4][C:5]1[C:28]([CH3:29])=[CH:27][C:8]2[N:9]([CH:13]3[CH2:18][CH2:17][N:16]([C:19]4([C:25]#N)[CH2:24][CH2:23][O:22][CH2:21][CH2:20]4)[CH2:15][CH2:14]3)C(=O)[O:11][C:7]=2[CH:6]=1. (2) Given the product [OH:23][C:20]1[CH:21]=[CH:22][C:17]([N:12]2[CH2:11][CH2:10][C:9]3[C:14](=[CH:15][CH:16]=[C:7]([OH:6])[CH:8]=3)[CH2:13]2)=[CH:18][CH:19]=1, predict the reactants needed to synthesize it. The reactants are: B(Br)(Br)Br.C[O:6][C:7]1[CH:8]=[C:9]2[C:14](=[CH:15][CH:16]=1)[CH2:13][N:12]([C:17]1[CH:22]=[CH:21][C:20]([O:23]C)=[CH:19][CH:18]=1)[CH2:11][CH2:10]2.